From a dataset of Catalyst prediction with 721,799 reactions and 888 catalyst types from USPTO. Predict which catalyst facilitates the given reaction. Reactant: [CH3:1][N:2]1[C:6]([CH:7]=O)=[N:5][C:4]([N:9]2[CH2:13][CH2:12][CH2:11][CH2:10]2)=[N:3]1.C1CCN2C(=NCCC2)CC1.[Br-].[CH3:26][O:27][C:28](=[O:49])[CH2:29][P+](C1C=CC=CC=1)(C1C=CC=CC=1)C1C=CC=CC=1. Product: [CH3:1][N:2]1[C:6](/[CH:7]=[CH:29]/[C:28]([O:27][CH3:26])=[O:49])=[N:5][C:4]([N:9]2[CH2:13][CH2:12][CH2:11][CH2:10]2)=[N:3]1. The catalyst class is: 1.